This data is from Full USPTO retrosynthesis dataset with 1.9M reactions from patents (1976-2016). The task is: Predict the reactants needed to synthesize the given product. (1) Given the product [CH3:52][N:49]1[CH2:50][CH2:51][N:46]([C:42]2[C:40]3[CH2:41][C@H:36]([NH:35][C:18](=[O:19])[C:17]4[CH:21]=[CH:22][C:14]([N:11]5[CH2:10][CH2:9][N:8]([CH2:1][C:2]6[CH:3]=[CH:4][CH:5]=[CH:6][CH:7]=6)[CH2:13][CH2:12]5)=[CH:15][CH:16]=4)[CH2:37][O:38][C:39]=3[CH:45]=[CH:44][CH:43]=2)[CH2:47][CH2:48]1, predict the reactants needed to synthesize it. The reactants are: [CH2:1]([N:8]1[CH2:13][CH2:12][N:11]([C:14]2[CH:22]=[CH:21][C:17]([C:18](O)=[O:19])=[CH:16][CH:15]=2)[CH2:10][CH2:9]1)[C:2]1[CH:7]=[CH:6][CH:5]=[CH:4][CH:3]=1.C(N1C=CN=C1)(N1C=CN=C1)=O.[NH2:35][C@H:36]1[CH2:41][C:40]2[C:42]([N:46]3[CH2:51][CH2:50][N:49]([CH3:52])[CH2:48][CH2:47]3)=[CH:43][CH:44]=[CH:45][C:39]=2[O:38][CH2:37]1. (2) Given the product [C:1]([O:5][C:6]([N:8]1[CH2:13][CH2:12][N:11]2[C:14]([CH3:18])=[N:15][C:16]([C:46]#[N:47])=[C:10]2[CH:9]1[CH2:19][CH2:20][C:21]1[CH:26]=[CH:25][C:24]([C:27]([F:30])([F:29])[F:28])=[C:23]([F:31])[CH:22]=1)=[O:7])([CH3:4])([CH3:3])[CH3:2], predict the reactants needed to synthesize it. The reactants are: [C:1]([O:5][C:6]([N:8]1[CH2:13][CH2:12][N:11]2[C:14]([CH3:18])=[N:15][C:16](I)=[C:10]2[CH:9]1[CH2:19][CH2:20][C:21]1[CH:26]=[CH:25][C:24]([C:27]([F:30])([F:29])[F:28])=[C:23]([F:31])[CH:22]=1)=[O:7])([CH3:4])([CH3:3])[CH3:2].[Li]CCCC.C1(C)C=CC(S([C:46]#[N:47])(=O)=O)=CC=1.[NH4+].[Cl-].